This data is from Peptide-MHC class II binding affinity with 134,281 pairs from IEDB. The task is: Regression. Given a peptide amino acid sequence and an MHC pseudo amino acid sequence, predict their binding affinity value. This is MHC class II binding data. (1) The peptide sequence is TVFGSAFQGLFGGLNKK. The MHC is DRB1_0901 with pseudo-sequence DRB1_0901. The binding affinity (normalized) is 0.763. (2) The peptide sequence is IAAMMTSPLSVASMT. The MHC is DRB1_0301 with pseudo-sequence DRB1_0301. The binding affinity (normalized) is 0.286. (3) The peptide sequence is KRWIILGLNKIVRMYSPTSI. The MHC is HLA-DPA10201-DPB10501 with pseudo-sequence HLA-DPA10201-DPB10501. The binding affinity (normalized) is 0.649.